Predict the product of the given reaction. From a dataset of Forward reaction prediction with 1.9M reactions from USPTO patents (1976-2016). (1) Given the reactants C([O:3][C:4](=O)[CH:5]([C:18]1[CH:23]=[CH:22][C:21]([O:24][CH3:25])=[CH:20][CH:19]=1)[C:6]([C:8]1[CH:13]=[CH:12][C:11]([S:14]([CH3:17])(=[O:16])=[O:15])=[CH:10][CH:9]=1)=O)C.[CH3:27][NH:28][NH:29][CH3:30], predict the reaction product. The product is: [CH3:17][S:14]([C:11]1[CH:12]=[CH:13][C:8]([C:6]2[N:29]([CH3:30])[N:28]([CH3:27])[C:4](=[O:3])[C:5]=2[C:18]2[CH:23]=[CH:22][C:21]([O:24][CH3:25])=[CH:20][CH:19]=2)=[CH:9][CH:10]=1)(=[O:16])=[O:15]. (2) The product is: [CH3:3][CH:2]([C:4]([O:6][C:7]1[CH:8]=[CH:9][C:10]([CH2:29][OH:30])=[CH:11][C:12]=1[C@@H:13]([C:23]1[CH:28]=[CH:27][CH:26]=[CH:25][CH:24]=1)[CH2:14][CH2:15][N:16]([CH:20]([CH3:21])[CH3:22])[CH:17]([CH3:18])[CH3:19])=[O:5])[CH3:1].[CH:63](/[C:62]([OH:69])=[O:68])=[CH:64]\[C:65]([OH:67])=[O:66]. Given the reactants [CH3:1][CH:2]([C:4]([O:6][C:7]1[CH:8]=[CH:9][C:10]([CH2:29][OH:30])=[CH:11][C:12]=1[C@@H:13]([C:23]1[CH:24]=[CH:25][CH:26]=[CH:27][CH:28]=1)[CH2:14][CH2:15][N:16]([CH:20]([CH3:22])[CH3:21])[CH:17]([CH3:19])[CH3:18])=[O:5])[CH3:3].C(N(CC[C@@H](C1C=C(Br)C=CC=1OCC1C=CC=CC=1)C1C=CC=CC=1)C(C)C)(C)C.[C:62]([OH:69])(=[O:68])/[CH:63]=[CH:64]/[C:65]([OH:67])=[O:66].C(OC(C)C)(C)C, predict the reaction product. (3) The product is: [NH2:8][C:16]1[N:17]=[C:18]([CH3:46])[C:19]([CH2:23][NH:24][C:25]2[C:30]3=[CH:31][N:32]([CH2:34][C:35]4[CH:36]=[CH:37][C:38]5[N:39]([CH:41]=[C:42]([CH3:44])[N:43]=5)[CH:40]=4)[N:33]=[C:29]3[CH:28]=[C:27]([Cl:45])[N:26]=2)=[C:20]([CH3:22])[CH:21]=1. Given the reactants C(OC([N:8]([C:16]1[CH:21]=[C:20]([CH3:22])[C:19]([CH2:23][NH:24][C:25]2[C:30]3=[CH:31][N:32]([CH2:34][C:35]4[CH:36]=[CH:37][C:38]5[N:39]([CH:41]=[C:42]([CH3:44])[N:43]=5)[CH:40]=4)[N:33]=[C:29]3[CH:28]=[C:27]([Cl:45])[N:26]=2)=[C:18]([CH3:46])[N:17]=1)C(=O)OC(C)(C)C)=O)(C)(C)C.Cl, predict the reaction product. (4) Given the reactants [Cl:1][C:2]1[CH:29]=[CH:28][C:5]([CH2:6][NH:7][C:8](=[O:27])[CH2:9][C@@H:10]2[CH2:21][CH:20]=[CH:19][CH2:18][CH2:17][C:16](=[O:22])[O:15][CH2:14][C@@H:13]3[CH2:23][CH2:24][CH2:25][N:12]3[C:11]2=[O:26])=[CH:4][CH:3]=1.CC1C=CC(S(NN)(=O)=O)=CC=1.C([O-])(=O)C.[Na+], predict the reaction product. The product is: [Cl:1][C:2]1[CH:3]=[CH:4][C:5]([CH2:6][NH:7][C:8](=[O:27])[CH2:9][C@@H:10]2[CH2:21][CH2:20][CH2:19][CH2:18][CH2:17][C:16](=[O:22])[O:15][CH2:14][C@@H:13]3[CH2:23][CH2:24][CH2:25][N:12]3[C:11]2=[O:26])=[CH:28][CH:29]=1. (5) Given the reactants [Cl:1][C:2]1[CH:3]=[C:4]2[C:9](=[CH:10][CH:11]=1)[CH:8]=[C:7]([S:12]([CH2:15][CH2:16]O)(=[O:14])=[O:13])[CH:6]=[CH:5]2.S(Cl)([Cl:20])=O.CN(C=O)C, predict the reaction product. The product is: [Cl:1][C:2]1[CH:3]=[C:4]2[C:9](=[CH:10][CH:11]=1)[CH:8]=[C:7]([S:12]([CH2:15][CH2:16][Cl:20])(=[O:14])=[O:13])[CH:6]=[CH:5]2.